This data is from Reaction yield outcomes from USPTO patents with 853,638 reactions. The task is: Predict the reaction yield, written as a fraction of the theoretical maximum amount of product (1.0 means a 100% yield; for example, 0.34 means a 34% yield). (1) The reactants are [CH3:1][C:2]([CH3:19])([CH3:18])[C:3]([NH:5][C:6]1[CH:7]=[N:8][C:9]([N:12]2[CH2:17][CH2:16][S:15][CH2:14][CH2:13]2)=[CH:10][CH:11]=1)=[O:4].CN(C)CCN(C)C.CC1(C)CCCC(C)(C)N1.C([Li])CCC.[I:43]I.O.O.O.O.O.S([O-])([O-])(=O)=S.[Na+].[Na+]. The catalyst is O1CCCC1.CCCCCC.COC(C)(C)C. The product is [I:43][C:11]1[CH:10]=[C:9]([N:12]2[CH2:17][CH2:16][S:15][CH2:14][CH2:13]2)[N:8]=[CH:7][C:6]=1[NH:5][C:3](=[O:4])[C:2]([CH3:19])([CH3:18])[CH3:1]. The yield is 0.630. (2) The reactants are Cl.[CH3:2][C:3]1[CH:4]=[C:5]([NH:10][NH2:11])[CH:6]=[CH:7][C:8]=1[CH3:9].[C:12](=[O:15])([O-])[O-].[K+].[K+].Cl.[CH2:19](O)[CH3:20]. No catalyst specified. The product is [CH3:2][C:3]1[CH:4]=[C:5]([N:10]2[CH:20]=[CH:19][C:12](=[O:15])[NH:11]2)[CH:6]=[CH:7][C:8]=1[CH3:9]. The yield is 0.870. (3) The reactants are [CH2:1]([S:4]([O-:7])(=[O:6])=[O:5])[CH2:2][CH3:3].[C:8]1([CH:15]=[CH:14][C:12]([OH:13])=[CH:11][CH:10]=1)[OH:9].[CH2:16]1[S:20](=[O:22])(=[O:21])[O:19][CH2:18][CH2:17]1. The catalyst is [OH-].[Na+].O1CCOCC1. The yield is 0.810. The product is [C:12]1([O:13][CH2:18][CH2:17][CH2:16][S:20]([OH:22])(=[O:21])=[O:19])[CH:14]=[CH:15][C:8]([O:9][CH2:3][CH2:2][CH2:1][S:4]([OH:7])(=[O:6])=[O:5])=[CH:10][CH:11]=1. (4) The reactants are [Cl:1][C:2]1[CH:7]=[CH:6][C:5]([C:8]([CH3:13])([CH3:12])[C:9](O)=[O:10])=[CH:4][CH:3]=1.S(Cl)([Cl:16])=O. The catalyst is C1(C)C=CC=CC=1.CCCCCC. The product is [Cl:1][C:2]1[CH:7]=[CH:6][C:5]([C:8]([CH3:13])([CH3:12])[C:9]([Cl:16])=[O:10])=[CH:4][CH:3]=1. The yield is 0.980. (5) The catalyst is [Cl-].[Cl-].[Zn+2].C1C=CC([P]([Pd]([P](C2C=CC=CC=2)(C2C=CC=CC=2)C2C=CC=CC=2)([P](C2C=CC=CC=2)(C2C=CC=CC=2)C2C=CC=CC=2)[P](C2C=CC=CC=2)(C2C=CC=CC=2)C2C=CC=CC=2)(C2C=CC=CC=2)C2C=CC=CC=2)=CC=1.C1COCC1. The reactants are Br[C:2]1[CH:7]=[CH:6][CH:5]=[CH:4][N:3]=1.[Li]CCCC.Br[C:14]1[CH:15]=[C:16]([CH:19]=[CH:20][CH:21]=1)[CH:17]=[O:18].Cl. The yield is 0.380. The product is [N:3]1[CH:4]=[CH:5][CH:6]=[CH:7][C:2]=1[C:14]1[CH:15]=[C:16]([CH:19]=[CH:20][CH:21]=1)[CH:17]=[O:18]. (6) The product is [CH3:1][O:2][C:3](=[O:24])[CH:4]=[CH:32][C:29]1[CH:30]=[N:31][C:26]([Br:25])=[CH:27][CH:28]=1. The yield is 0.904. The reactants are [CH3:1][O:2][C:3](=[O:24])[CH:4]=P(C1C=CC=CC=1)(C1C=CC=CC=1)C1C=CC=CC=1.[Br:25][C:26]1[N:31]=[CH:30][C:29]([CH:32]=O)=[CH:28][CH:27]=1. The catalyst is C1COCC1.